Dataset: Reaction yield outcomes from USPTO patents with 853,638 reactions. Task: Predict the reaction yield, written as a fraction of the theoretical maximum amount of product (1.0 means a 100% yield; for example, 0.34 means a 34% yield). (1) The reactants are [F:1][C:2]1[C:7]2[CH2:8][CH2:9][C:10]3[CH:15]=[CH:14][N:13]=[CH:12][C:11]=3[CH:16]([N:17]=[C:18]=S)[C:6]=2[CH:5]=[CH:4][CH:3]=1.[Cl:20][C:21]1[CH:22]=[C:23]([C:29]([NH:31][C@H:32]2[CH2:36][C:35](=[O:37])[N:34]([CH3:38])[CH2:33]2)=[O:30])[CH:24]=[N:25][C:26]=1[NH:27][NH2:28].CN(C=[O:43])C. No catalyst specified. The product is [Cl:20][C:21]1[CH:22]=[C:23]([C:29]([NH:31][C@H:32]2[CH2:36][C:35](=[O:37])[N:34]([CH3:38])[CH2:33]2)=[O:30])[CH:24]=[N:25][C:26]=1[NH:27][NH:28][C:18]([NH:17][CH:16]1[C:11]2[CH:12]=[N:13][CH:14]=[CH:15][C:10]=2[CH2:9][CH2:8][C:7]2[C:2]([F:1])=[CH:3][CH:4]=[CH:5][C:6]1=2)=[O:43]. The yield is 0.270. (2) The catalyst is O. The product is [Cl:1][C:2]1[CH:15]=[C:14](/[CH:16]=[CH:17]/[CH:18]([C:23]2[CH:24]=[C:25]([Cl:31])[C:26]([Cl:30])=[C:27]([Cl:29])[CH:28]=2)[C:19]([F:22])([F:21])[F:20])[CH:13]=[CH:12][C:3]=1[CH2:4][NH:5][C:6](=[O:11])[CH2:7][CH2:8][S:34]([CH3:38])(=[O:36])=[O:33]. The yield is 0.600. The reactants are [Cl:1][C:2]1[CH:15]=[C:14](/[CH:16]=[CH:17]/[CH:18]([C:23]2[CH:28]=[C:27]([Cl:29])[C:26]([Cl:30])=[C:25]([Cl:31])[CH:24]=2)[C:19]([F:22])([F:21])[F:20])[CH:13]=[CH:12][C:3]=1[CH2:4][NH:5][C:6](=[O:11])[CH2:7][CH2:8]SC.O[O:33][S:34]([O-:36])=O.[K+].[CH3:38]C(C)=O. (3) The reactants are I[C:2]1[CH:9]=[CH:8][C:5]([CH:6]=[O:7])=[CH:4][CH:3]=1.[C:10]([S-:12])#[N:11].[K+].CN(C=O)C. The yield is 0.200. The product is [S:12]([C:2]1[CH:9]=[CH:8][C:5]([CH:6]=[O:7])=[CH:4][CH:3]=1)[C:10]#[N:11]. The catalyst is C1(C)C=CC=CC=1.O. (4) The reactants are [CH2:1]([N:4]1[C:8]([C:9]2[CH:10]=[C:11]([C:14]([O:16][CH3:17])=[O:15])[S:12][CH:13]=2)=[CH:7][CH:6]=[N:5]1)[CH2:2][CH3:3].C1C(=O)N([Cl:25])C(=O)C1. The catalyst is C1COCC1. The product is [Cl:25][C:7]1[CH:6]=[N:5][N:4]([CH2:1][CH2:2][CH3:3])[C:8]=1[C:9]1[CH:10]=[C:11]([C:14]([O:16][CH3:17])=[O:15])[S:12][CH:13]=1. The yield is 0.700. (5) The reactants are [F:1][C:2]1[CH:7]=[CH:6][C:5]([CH:8]2[C:16](=[O:17])[N:11]3[CH2:12][CH:13]=[CH:14][CH2:15][N:10]3[CH:9]2[C:18]2[CH:23]=[CH:22][N:21]=[C:20](SC)[N:19]=2)=[CH:4][CH:3]=1.[CH3:26]O.O[O:29][S:30]([O-:32])=O.[K+]. The catalyst is C1COCC1.O.C([O-])(O)=O.[Na+]. The product is [F:1][C:2]1[CH:7]=[CH:6][C:5]([CH:8]2[C:16](=[O:17])[N:11]3[CH2:12][CH:13]=[CH:14][CH2:15][N:10]3[CH:9]2[C:18]2[CH:23]=[CH:22][N:21]=[C:20]([S:30]([CH3:26])(=[O:32])=[O:29])[N:19]=2)=[CH:4][CH:3]=1. The yield is 0.580. (6) The reactants are [CH:1]1([CH2:6][N:7]2[C:11]3=[N:12][C:13]([C:16]4[CH:25]=[CH:24][CH:23]=[C:22]5[C:17]=4[CH:18]=[CH:19][CH:20]=[N:21]5)=[CH:14][N:15]=[C:10]3[NH:9][C:8]2=[O:26])[CH2:5][CH2:4][CH2:3][CH2:2]1.Cl.[CH:28]1(CN)CCCC1.C(N(CC)CC)C. The catalyst is C(O)C. The product is [CH:1]1([CH:6]([N:7]2[C:11]3=[N:12][C:13]([C:16]4[CH:25]=[CH:24][CH:23]=[C:22]5[C:17]=4[CH:18]=[CH:19][CH:20]=[N:21]5)=[CH:14][N:15]=[C:10]3[NH:9][C:8]2=[O:26])[CH3:28])[CH2:2][CH2:3][CH2:4][CH2:5]1. The yield is 0.360. (7) The reactants are C(OC([NH:8]CC(O)=O)=O)(C)(C)C.C(N(CC)CC)C.[Cl:20]C(OCC(C)C)=O.[C:28]([NH:31][CH:32]([C:36]1[CH:41]=[CH:40][CH:39]=[C:38]([O:42][CH2:43][C:44]2[CH:49]=[CH:48][CH:47]=[CH:46][C:45]=2[Cl:50])[C:37]=1[O:51][CH2:52][C:53]1[CH:58]=[CH:57][CH:56]=[CH:55][C:54]=1[Cl:59])[C:33]([OH:35])=[O:34])(=[O:30])[CH3:29]. The catalyst is C1COCC1.CCOC(C)=O. The product is [ClH:20].[NH2:8][CH2:29][C:28]([NH:31][CH:32]([C:36]1[CH:41]=[CH:40][CH:39]=[C:38]([O:42][CH2:43][C:44]2[CH:49]=[CH:48][CH:47]=[CH:46][C:45]=2[Cl:50])[C:37]=1[O:51][CH2:52][C:53]1[CH:58]=[CH:57][CH:56]=[CH:55][C:54]=1[Cl:59])[C:33]([OH:35])=[O:34])=[O:30]. The yield is 0.370.